Dataset: Full USPTO retrosynthesis dataset with 1.9M reactions from patents (1976-2016). Task: Predict the reactants needed to synthesize the given product. (1) Given the product [NH:7]1[C:4]2[CH:5]=[CH:6][N:1]=[CH:2][C:3]=2[N:8]=[C:9]1[SH:10], predict the reactants needed to synthesize it. The reactants are: [N:1]1[CH:6]=[CH:5][C:4]([NH2:7])=[C:3]([NH2:8])[CH:2]=1.[C:9](=S)=[S:10].[Cl-].[Cl-].[Ca+2]. (2) The reactants are: [OH:1][C@H:2]1[CH2:6][CH2:5][NH:4][CH2:3]1.[O:7]([C:14]([NH:16][C:17]1[CH:22]=[C:21]([O:23][C:24]2[C:29]([F:30])=[CH:28][C:27]([NH:31][C:32]([C:34]3([C:37]([O:39][CH2:40][C:41]4[CH:46]=[CH:45][CH:44]=[CH:43][CH:42]=4)=[O:38])[CH2:36][CH2:35]3)=[O:33])=[C:26]([F:47])[CH:25]=2)[CH:20]=[CH:19][N:18]=1)=O)C1C=CC=CC=1.C(=O)([O-])O.[Na+]. Given the product [F:47][C:26]1[CH:25]=[C:24]([O:23][C:21]2[CH:20]=[CH:19][N:18]=[C:17]([NH:16][C:14]([N:4]3[CH2:5][CH2:6][C@H:2]([OH:1])[CH2:3]3)=[O:7])[CH:22]=2)[C:29]([F:30])=[CH:28][C:27]=1[NH:31][C:32]([C:34]1([C:37]([O:39][CH2:40][C:41]2[CH:42]=[CH:43][CH:44]=[CH:45][CH:46]=2)=[O:38])[CH2:36][CH2:35]1)=[O:33], predict the reactants needed to synthesize it.